This data is from Forward reaction prediction with 1.9M reactions from USPTO patents (1976-2016). The task is: Predict the product of the given reaction. (1) Given the reactants [C:1]([N:4]1[C:12]2[C:7](=[CH:8][CH:9]=[C:10]([N:13]([CH:24]3[CH2:29][CH2:28][NH:27][CH2:26][CH2:25]3)[C:14](=[O:23])/[CH:15]=[CH:16]/[C:17]3[CH:22]=[CH:21][CH:20]=[CH:19][CH:18]=3)[CH:11]=2)[CH2:6][CH2:5]1)(=[O:3])[CH3:2].C([O-])([O-])=O.[Na+].[Na+].Br[CH:37]([C:42]1[CH:47]=[CH:46][CH:45]=[CH:44][CH:43]=1)[C:38]([O:40][CH3:41])=[O:39].O, predict the reaction product. The product is: [CH3:41][O:40][C:38](=[O:39])[CH:37]([N:27]1[CH2:28][CH2:29][CH:24]([N:13]([C:10]2[CH:11]=[C:12]3[C:7]([CH2:6][CH2:5][N:4]3[C:1](=[O:3])[CH3:2])=[CH:8][CH:9]=2)[C:14](=[O:23])/[CH:15]=[CH:16]/[C:17]2[CH:18]=[CH:19][CH:20]=[CH:21][CH:22]=2)[CH2:25][CH2:26]1)[C:42]1[CH:43]=[CH:44][CH:45]=[CH:46][CH:47]=1. (2) Given the reactants Br[C:2]1[CH:24]=[CH:23][CH:22]=[CH:21][C:3]=1[CH2:4][N:5]1[C:14]2[C:9](=[N:10][CH:11]=[CH:12][CH:13]=2)[C:8](=[O:15])[C:7]([C:16]([O:18][CH2:19][CH3:20])=[O:17])=[CH:6]1.[F:25][C:26]([F:37])([F:36])[C:27]1[CH:32]=[CH:31][C:30](B(O)O)=[CH:29][CH:28]=1.C1(P(C2CCCCC2)C2C=CC=CC=2C2C(OC)=CC=CC=2OC)CCCCC1.P([O-])([O-])([O-])=O.[K+].[K+].[K+], predict the reaction product. The product is: [O:15]=[C:8]1[C:9]2[C:14](=[CH:13][CH:12]=[CH:11][N:10]=2)[N:5]([CH2:4][C:3]2[CH:21]=[CH:22][CH:23]=[CH:24][C:2]=2[C:30]2[CH:31]=[CH:32][C:27]([C:26]([F:37])([F:36])[F:25])=[CH:28][CH:29]=2)[CH:6]=[C:7]1[C:16]([O:18][CH2:19][CH3:20])=[O:17]. (3) Given the reactants N[C@]12CC[C@@H](C(C)=C)[C@@H]1[C@@H]1[C@@](C)(CC2)[C@@]2(C)[C@@H]([C@]3(C)[C@@H](CC2)C(C)(C)C(C2C=CC(C(OC)=O)=CC=2)=CC3)CC1.CN(C)CC[C:45]([NH:47][C@:48]12[CH2:82][CH2:81][C@@H:80]([C:83]([CH3:85])=[CH2:84])[C@@H:49]1[C@@H:50]1[C@@:63]([CH3:66])([CH2:64][CH2:65]2)[C@@:62]2([CH3:67])[C@@H:53]([C@:54]3([CH3:79])[C@@H:59]([CH2:60][CH2:61]2)[C:58]([CH3:69])([CH3:68])[C:57]([C:70]2[CH:78]=[CH:77][C:73]([C:74]([OH:76])=[O:75])=[CH:72][CH:71]=2)=[CH:56][CH2:55]3)[CH2:52][CH2:51]1)=[O:46].[O:87]=[C:88]1[N:92]([CH2:93]C(O)=O)[CH2:91][CH2:90][O:89]1, predict the reaction product. The product is: [CH3:66][C@:63]12[C@@:62]3([CH3:67])[C@@H:53]([C@:54]4([CH3:79])[C@@H:59]([CH2:60][CH2:61]3)[C:58]([CH3:69])([CH3:68])[C:57]([C:70]3[CH:78]=[CH:77][C:73]([C:74]([OH:76])=[O:75])=[CH:72][CH:71]=3)=[CH:56][CH2:55]4)[CH2:52][CH2:51][C@@H:50]1[C@H:49]1[C@H:80]([C:83]([CH3:85])=[CH2:84])[CH2:81][CH2:82][C@:48]1([NH:47][C:45](=[O:46])[CH2:93][N:92]1[CH2:91][CH2:90][O:89][C:88]1=[O:87])[CH2:65][CH2:64]2. (4) The product is: [CH3:1][O:2][C:3]([C:5]1[CH:9]=[C:8]([C:29]2[CH:30]=[C:31]([CH3:32])[NH:27][N:28]=2)[S:7][CH:6]=1)=[O:4]. Given the reactants [CH3:1][O:2][C:3]([C:5]1[CH:9]=[C:8](B2OC(C)(C)C(C)(C)O2)[S:7][CH:6]=1)=[O:4].O.C(OC([N:27]1[C:31]([CH3:32])=[CH:30][C:29](I)=[N:28]1)=O)(C)(C)C.C(=O)([O-])[O-].[Cs+].[Cs+], predict the reaction product. (5) Given the reactants [H-].[Na+].[F:3][C:4]([F:13])([F:12])[C:5]1[CH:6]=[C:7]([OH:11])[CH:8]=[CH:9][CH:10]=1.[I:14]I.Cl, predict the reaction product. The product is: [I:14][C:8]1[CH:9]=[CH:10][C:5]([C:4]([F:12])([F:13])[F:3])=[CH:6][C:7]=1[OH:11]. (6) Given the reactants C([O:7][CH2:8][CH2:9][C@@H:10]1[C@@H:14]([C:15]2[CH:20]=[CH:19][CH:18]=[CH:17][CH:16]=2)[O:13][C:12]2([CH2:25][CH2:24][CH2:23][CH2:22][CH2:21]2)[O:11]1)(=O)C(C)(C)C.C(OCC[C@@H]1[C@@H](C2C=CC=CC=2)OC2(CCCC2)O1)(=O)C(C)(C)C, predict the reaction product. The product is: [C:15]1([C@H:14]2[O:13][C:12]3([CH2:25][CH2:24][CH2:23][CH2:22][CH2:21]3)[O:11][C@@H:10]2[CH2:9][CH2:8][OH:7])[CH:16]=[CH:17][CH:18]=[CH:19][CH:20]=1.